Dataset: Catalyst prediction with 721,799 reactions and 888 catalyst types from USPTO. Task: Predict which catalyst facilitates the given reaction. (1) Reactant: Br[C:2]1[O:6][C:5]([CH:7]=[O:8])=[CH:4][CH:3]=1.[Br-].[CH2:10]([Zn+])[C:11]1[CH:16]=[CH:15][CH:14]=[CH:13][CH:12]=1. Product: [CH2:10]([C:2]1[O:6][C:5]([CH:7]=[O:8])=[CH:4][CH:3]=1)[C:11]1[CH:16]=[CH:15][CH:14]=[CH:13][CH:12]=1. The catalyst class is: 176. (2) Reactant: [O:1]1[CH2:6][CH:5]=[C:4]([C:7]2[N:12]=[C:11]([O:13][CH3:14])[C:10]3[O:15][C:16]4[C:21]([C@@:22]5([CH2:27][CH2:26][O:25][C:24]([NH2:28])=[N:23]5)[C:9]=3[CH:8]=2)=[CH:20][C:19]([NH2:29])=[CH:18][CH:17]=4)[CH2:3][CH2:2]1.[Cl:30][C:31]1[CH:32]=[CH:33][C:34]([C:37](O)=[O:38])=[N:35][CH:36]=1.[Cl-].COC1N=C(OC)N=C([N+]2(C)CCOCC2)N=1. Product: [NH2:28][C:24]1[O:25][CH2:26][CH2:27][C@:22]2([C:9]3[CH:8]=[C:7]([C:4]4[CH2:3][CH2:2][O:1][CH2:6][CH:5]=4)[N:12]=[C:11]([O:13][CH3:14])[C:10]=3[O:15][C:16]3[C:21]2=[CH:20][C:19]([NH:29][C:37](=[O:38])[C:34]2[CH:33]=[CH:32][C:31]([Cl:30])=[CH:36][N:35]=2)=[CH:18][CH:17]=3)[N:23]=1. The catalyst class is: 36. (3) The catalyst class is: 3. Reactant: [NH2:1][C@H:2]([C@@H:10]([OH:28])[CH2:11][C@@H:12]([NH:20][C:21]([O:23][C:24]([CH3:27])([CH3:26])[CH3:25])=[O:22])[CH2:13][C:14]1[CH:19]=[CH:18][CH:17]=[CH:16][CH:15]=1)[CH2:3][C:4]1[CH:9]=[CH:8][CH:7]=[CH:6][CH:5]=1.[N+](C1C=CC([O:38][C:39]([O:41][CH2:42][C:43]2[S:47][CH:46]=[N:45][CH:44]=2)=O)=CC=1)([O-])=O. Product: [C:24]([O:23][C:21]([NH:20][C@@H:12]([CH2:13][C:14]1[CH:15]=[CH:16][CH:17]=[CH:18][CH:19]=1)[CH2:11][C@H:10]([OH:28])[C@@H:2]([NH:1][C:39]([O:41][CH2:42][C:43]1[S:47][CH:46]=[N:45][CH:44]=1)=[O:38])[CH2:3][C:4]1[CH:5]=[CH:6][CH:7]=[CH:8][CH:9]=1)=[O:22])([CH3:25])([CH3:27])[CH3:26]. (4) Reactant: [OH:1][C:2]1[C:11]2[C:6](=[CH:7][CH:8]=[CH:9][CH:10]=2)[C:5]([NH:12][C:13](=[O:19])[O:14][C:15]([CH3:18])([CH3:17])[CH3:16])=[CH:4][CH:3]=1.C1CCN2C(=NCCC2)CC1.[Cl:31][C:32]1[N:37]=[C:36](Cl)[CH:35]=[CH:34][N:33]=1. Product: [Cl:31][C:32]1[N:37]=[C:36]([O:1][C:2]2[C:11]3[C:6](=[CH:7][CH:8]=[CH:9][CH:10]=3)[C:5]([NH:12][C:13](=[O:19])[O:14][C:15]([CH3:16])([CH3:18])[CH3:17])=[CH:4][CH:3]=2)[CH:35]=[CH:34][N:33]=1. The catalyst class is: 23. (5) Reactant: [CH3:1][N:2]1[CH:6]=[C:5]([CH2:7][C:8]([O-:10])=[O:9])[C:4]([O:11][CH2:12][C:13]2[CH:18]=[CH:17][C:16]([O:19][CH2:20][CH2:21][C:22]3[N:23]=[C:24]([C:28]4[CH:33]=[CH:32][CH:31]=[CH:30][CH:29]=4)[O:25][C:26]=3[CH3:27])=[CH:15][CH:14]=2)=[N:3]1.[OH-].[Na+].O1CCCC1.Cl. Product: [CH3:1][N:2]1[CH:6]=[C:5]([CH2:7][C:8]([OH:10])=[O:9])[C:4]([O:11][CH2:12][C:13]2[CH:14]=[CH:15][C:16]([O:19][CH2:20][CH2:21][C:22]3[N:23]=[C:24]([C:28]4[CH:29]=[CH:30][CH:31]=[CH:32][CH:33]=4)[O:25][C:26]=3[CH3:27])=[CH:17][CH:18]=2)=[N:3]1. The catalyst class is: 8. (6) Reactant: [F:1][C:2]1[CH:10]=[CH:9][C:8]2[N:7]([C:11]3[CH:12]=[N:13][N:14](COCC[Si](C)(C)C)[C:15]=3[CH2:16][O:17][CH3:18])[C:6]3[CH:27]=[N:28][N:29](C4CCCCO4)[C:5]=3[C:4]=2[CH:3]=1.Cl. Product: [F:1][C:2]1[CH:10]=[CH:9][C:8]2[N:7]([C:11]3[CH:12]=[N:13][NH:14][C:15]=3[CH2:16][O:17][CH3:18])[C:6]3[CH:27]=[N:28][NH:29][C:5]=3[C:4]=2[CH:3]=1. The catalyst class is: 8. (7) Reactant: [I:1][C:2]1[CH:3]=[C:4](I)[C:5]2[S:9][C:8]([NH:10][C:11]([NH:13][CH2:14][CH3:15])=[O:12])=[N:7][C:6]=2[CH:16]=1.[N:18]1[CH:23]=[CH:22][CH:21]=[C:20](B(O)O)[CH:19]=1.[O-]P([O-])([O-])=O.[K+].[K+].[K+]. Product: [CH2:14]([NH:13][C:11]([NH:10][C:8]1[S:9][C:5]2[C:4]([C:20]3[CH:19]=[N:18][CH:23]=[CH:22][CH:21]=3)=[CH:3][C:2]([I:1])=[CH:16][C:6]=2[N:7]=1)=[O:12])[CH3:15]. The catalyst class is: 233.